This data is from Reaction yield outcomes from USPTO patents with 853,638 reactions. The task is: Predict the reaction yield, written as a fraction of the theoretical maximum amount of product (1.0 means a 100% yield; for example, 0.34 means a 34% yield). (1) The reactants are [F:1][C:2]1[CH:7]=[CH:6][C:5]([OH:8])=[CH:4][C:3]=1[C@:9]1([CH2:28][F:29])[CH2:14][C@@H:13]([C:15]([F:18])([F:17])[F:16])[O:12][C:11]([NH:19]C(=O)C2C=CC=CC=2)=[N:10]1.[Cl:30][C:31]1[CH:36]=[C:35]([C:37]2[CH:42]=[CH:41][CH:40]=[CH:39][CH:38]=2)[CH:34]=[C:33](Cl)[N:32]=1.C(=O)([O-])[O-].[Cs+].[Cs+]. The catalyst is CS(C)=O. The product is [Cl:30][C:31]1[N:32]=[C:33]([O:8][C:5]2[CH:6]=[CH:7][C:2]([F:1])=[C:3]([C@:9]3([CH2:28][F:29])[CH2:14][C@@H:13]([C:15]([F:17])([F:16])[F:18])[O:12][C:11]([NH2:19])=[N:10]3)[CH:4]=2)[CH:34]=[C:35]([C:37]2[CH:42]=[CH:41][CH:40]=[CH:39][CH:38]=2)[CH:36]=1. The yield is 0.0296. (2) The reactants are Br[C:2]1[CH:3]=[C:4]2[C:9](=[N:10][C:11]=1[CH3:12])[N:8]=[CH:7][C:6]([C:13]([NH:15][CH2:16][C:17]1[CH:22]=[CH:21][C:20]([Cl:23])=[CH:19][CH:18]=1)=[O:14])=[C:5]2[OH:24].[CH2:25]([OH:28])[C:26]#[CH:27].C(N(CC)CC)C. The catalyst is CN(C=O)C.Cl[Pd](Cl)([P](C1C=CC=CC=1)(C1C=CC=CC=1)C1C=CC=CC=1)[P](C1C=CC=CC=1)(C1C=CC=CC=1)C1C=CC=CC=1. The product is [Cl:23][C:20]1[CH:21]=[CH:22][C:17]([CH2:16][NH:15][C:13]([C:6]2[CH:7]=[N:8][C:9]3[C:4]([C:5]=2[OH:24])=[CH:3][C:2]([C:27]#[C:26][CH2:25][OH:28])=[C:11]([CH3:12])[N:10]=3)=[O:14])=[CH:18][CH:19]=1. The yield is 0.350. (3) The product is [OH:19][CH2:1][CH2:2][CH2:3][CH2:4][CH2:5][CH2:6][CH2:7][CH2:8][CH2:9][CH2:10][CH2:11][CH2:12][CH2:13][CH2:14][C:15]([O:17][CH3:18])=[O:16]. The yield is 0.350. The catalyst is [Cr].[Cu]. The reactants are [C:1](OC)(=[O:19])[CH2:2][CH2:3][CH2:4][CH2:5][CH2:6][CH2:7][CH2:8][CH2:9][CH2:10][CH2:11][CH2:12][CH2:13][CH2:14][C:15]([O:17][CH3:18])=[O:16].[H][H]. (4) The reactants are [Cl:1][C:2]1[CH:3]=[C:4]([CH:7]=[C:8]([Cl:10])[CH:9]=1)[CH2:5]Br.C([O-])([O-])=O.[K+].[K+].[C:17]([O:21][C:22]([NH:24][NH2:25])=[O:23])([CH3:20])([CH3:19])[CH3:18]. The catalyst is C(#N)C. The product is [C:17]([O:21][C:22]([N:24]([CH2:5][C:4]1[CH:3]=[C:2]([Cl:1])[CH:9]=[C:8]([Cl:10])[CH:7]=1)[NH2:25])=[O:23])([CH3:20])([CH3:19])[CH3:18]. The yield is 0.530. (5) The reactants are [NH2:1][C:2]1[CH:3]=[C:4]([CH:28]=[CH:29][C:30]=1[N:31]1[CH:35]=[N:34][CH:33]=[N:32]1)[C:5]([NH:7][C:8]1[C:13]([CH2:14][CH3:15])=[CH:12][C:11]([C:16]([F:25])([C:21]([F:24])([F:23])[F:22])[C:17]([F:20])([F:19])[F:18])=[CH:10][C:9]=1[CH2:26][CH3:27])=[O:6].C(N(CC)CC)C.[F:43][C:44]1[CH:52]=[CH:51][C:47]([C:48](Cl)=[O:49])=[CH:46][CH:45]=1. The catalyst is ClCCl. The product is [F:43][C:44]1[CH:52]=[CH:51][C:47]([C:48]([NH:1][C:2]2[CH:3]=[C:4]([CH:28]=[CH:29][C:30]=2[N:31]2[CH:35]=[N:34][CH:33]=[N:32]2)[C:5]([NH:7][C:8]2[C:13]([CH2:14][CH3:15])=[CH:12][C:11]([C:16]([F:25])([C:17]([F:19])([F:20])[F:18])[C:21]([F:22])([F:23])[F:24])=[CH:10][C:9]=2[CH2:26][CH3:27])=[O:6])=[O:49])=[CH:46][CH:45]=1. The yield is 0.820. (6) The reactants are [C:1]([C:5]1[N:9]([CH2:10][CH:11]2[CH2:16][CH2:15][O:14][CH2:13][CH2:12]2)[C:8]2[CH:17]=[CH:18][C:19]([S:21](Cl)(=[O:23])=[O:22])=[CH:20][C:7]=2[N:6]=1)([CH3:4])([CH3:3])[CH3:2].[CH2:25]([NH:27][CH2:28][CH3:29])[CH3:26]. The catalyst is CN(C1C=CN=CC=1)C.CC#N.CCOC(C)=O. The product is [C:1]([C:5]1[N:9]([CH2:10][CH:11]2[CH2:16][CH2:15][O:14][CH2:13][CH2:12]2)[C:8]2[CH:17]=[CH:18][C:19]([S:21]([N:27]([CH2:28][CH3:29])[CH2:25][CH3:26])(=[O:23])=[O:22])=[CH:20][C:7]=2[N:6]=1)([CH3:4])([CH3:3])[CH3:2]. The yield is 0.300. (7) The reactants are [NH2:1][C:2]1[CH:3]=[C:4]([CH:17]=[CH:18][CH:19]=1)[O:5][C:6]1[C:15]2[N:14]=[CH:13][C:12](=[O:16])[NH:11][C:10]=2[N:9]=[CH:8][CH:7]=1.[C:20]([C:24]1[CH:28]=[C:27]([N:29]=[C:30]=[O:31])[N:26]([C:32]2[CH:37]=[CH:36][C:35]([CH3:38])=[CH:34][CH:33]=2)[N:25]=1)([CH3:23])([CH3:22])[CH3:21]. No catalyst specified. The product is [C:20]([C:24]1[CH:28]=[C:27]([NH:29][C:30]([NH:1][C:2]2[CH:19]=[CH:18][CH:17]=[C:4]([O:5][C:6]3[C:15]4[N:14]=[CH:13][C:12](=[O:16])[NH:11][C:10]=4[N:9]=[CH:8][CH:7]=3)[CH:3]=2)=[O:31])[N:26]([C:32]2[CH:37]=[CH:36][C:35]([CH3:38])=[CH:34][CH:33]=2)[N:25]=1)([CH3:23])([CH3:22])[CH3:21]. The yield is 0.650. (8) The yield is 0.230. The catalyst is [Cl-].[Na+].O.C(OCC)(=O)C. The reactants are Br[C:2]1[N:7]2[CH:8]=[C:9]([CH2:11][OH:12])[N:10]=[C:6]2[CH:5]=[CH:4][CH:3]=1.[CH2:13]([O:15][C:16]([C:18]1[CH:19]=[C:20](B(O)O)[CH:21]=[CH:22][CH:23]=1)=[O:17])[CH3:14].C(=O)([O-])[O-].[Na+].[Na+].COCCOC. The product is [OH:12][CH2:11][C:9]1[N:10]=[C:6]2[CH:5]=[CH:4][CH:3]=[C:2]([C:22]3[CH:23]=[C:18]([CH:19]=[CH:20][CH:21]=3)[C:16]([O:15][CH2:13][CH3:14])=[O:17])[N:7]2[CH:8]=1.